This data is from Forward reaction prediction with 1.9M reactions from USPTO patents (1976-2016). The task is: Predict the product of the given reaction. (1) The product is: [N:12]1([CH2:17][C:18]2[CH:19]=[CH:20][C:21]([C:6]3[CH:7]=[CH:8][C:3]([CH:1]=[O:2])=[CH:4][CH:5]=3)=[N:22][CH:23]=2)[CH:16]=[CH:15][N:14]=[CH:13]1. Given the reactants [CH:1]([C:3]1[CH:8]=[CH:7][C:6](B(O)O)=[CH:5][CH:4]=1)=[O:2].[N:12]1([CH2:17][C:18]2[CH:19]=[CH:20][C:21](Br)=[N:22][CH:23]=2)[CH:16]=[CH:15][N:14]=[CH:13]1, predict the reaction product. (2) Given the reactants [CH2:1]([C:4]1(C(CC=C)NC)[C:12]2[C:7](=[CH:8][CH:9]=[CH:10][CH:11]=2)[NH:6][C:5]1=[O:13])[CH:2]=[CH2:3].N1C2C(=CC=CC=2)CC1=O.[O-]CC.[Na+].[H-].[Na+].C(Br)C=C, predict the reaction product. The product is: [CH2:1]([CH:4]1[C:12]2[C:7](=[CH:8][CH:9]=[CH:10][CH:11]=2)[NH:6][C:5]1=[O:13])[CH:2]=[CH2:3]. (3) Given the reactants NC[CH2:3][N:4]1[CH2:9]CC[C@H](CN2C3C=CC=CC=3N=C2[CH2:3][N:4]([CH3:9])[C@@H:5]2C3N=CC=CC=3CCC2)[CH2:5]1.[CH3:33][N:34]([CH2:45][C:46]1[N:50]([CH2:51][CH:52]2[CH2:57][CH2:56][CH2:55][N:54]([CH3:58])[CH2:53]2)[C:49]2[CH:59]=[CH:60][CH:61]=[CH:62][C:48]=2[N:47]=1)[CH:35]1[C:44]2[N:43]=[CH:42][CH:41]=[CH:40][C:39]=2[CH2:38][CH2:37][CH2:36]1, predict the reaction product. The product is: [CH3:3][N:4]([CH3:9])[CH2:5][CH2:58][N:54]1[CH2:55][CH2:56][CH2:57][C@H:52]([CH2:51][N:50]2[C:49]3[CH:59]=[CH:60][CH:61]=[CH:62][C:48]=3[N:47]=[C:46]2[CH2:45][N:34]([CH3:33])[C@@H:35]2[C:44]3[N:43]=[CH:42][CH:41]=[CH:40][C:39]=3[CH2:38][CH2:37][CH2:36]2)[CH2:53]1.